Dataset: TCR-epitope binding with 47,182 pairs between 192 epitopes and 23,139 TCRs. Task: Binary Classification. Given a T-cell receptor sequence (or CDR3 region) and an epitope sequence, predict whether binding occurs between them. (1) The epitope is GMFNMLSTVLGVS. The TCR CDR3 sequence is CASISWDRGQYYGYTF. Result: 1 (the TCR binds to the epitope). (2) The epitope is FIAGLIAIV. The TCR CDR3 sequence is CASSLGVDSDTDTQYF. Result: 1 (the TCR binds to the epitope). (3) The epitope is SSTFNVPMEKLK. The TCR CDR3 sequence is CASRANPGPEQYF. Result: 1 (the TCR binds to the epitope). (4) The epitope is GILGFVFTL. The TCR CDR3 sequence is CASSWLAGDNEQFF. Result: 1 (the TCR binds to the epitope). (5) The epitope is ILGLPTQTV. The TCR CDR3 sequence is CASSFGGNTIYF. Result: 0 (the TCR does not bind to the epitope).